Dataset: Reaction yield outcomes from USPTO patents with 853,638 reactions. Task: Predict the reaction yield, written as a fraction of the theoretical maximum amount of product (1.0 means a 100% yield; for example, 0.34 means a 34% yield). (1) The reactants are [CH3:1][O:2][C:3]1[CH:4]=[C:5]2[C:9](=[CH:10][CH:11]=1)[NH:8][CH2:7][CH2:6]2.[H-].[Na+].Br[CH2:15][CH2:16][C:17]1[CH:22]=[CH:21][CH:20]=[CH:19][CH:18]=1. The catalyst is CN(C)C=O. The product is [CH3:1][O:2][C:3]1[CH:4]=[C:5]2[C:9](=[CH:10][CH:11]=1)[N:8]([CH2:15][CH2:16][C:17]1[CH:22]=[CH:21][CH:20]=[CH:19][CH:18]=1)[CH:7]=[CH:6]2. The yield is 0.320. (2) The reactants are C([O:3][C:4](=[O:33])[CH2:5][CH2:6][CH2:7][CH2:8][CH2:9][O:10][CH2:11][CH2:12][O:13][CH2:14][CH2:15][O:16][CH2:17][CH2:18][O:19][CH2:20][CH2:21][O:22][CH2:23][CH2:24][O:25][CH2:26][CH2:27][O:28][CH2:29][CH2:30][O:31][CH3:32])C. The catalyst is [OH-].[Na+]. The product is [CH3:32][O:31][CH2:30][CH2:29][O:28][CH2:27][CH2:26][O:25][CH2:24][CH2:23][O:22][CH2:21][CH2:20][O:19][CH2:18][CH2:17][O:16][CH2:15][CH2:14][O:13][CH2:12][CH2:11][O:10][CH2:9][CH2:8][CH2:7][CH2:6][CH2:5][C:4]([OH:33])=[O:3]. The yield is 0.620. (3) The yield is 0.720. The product is [C:16]1([CH2:22][CH2:23][CH2:24][O:1][C:2]2[CH:3]=[C:4]([CH:10]3[CH2:14][NH:13][C:12](=[O:15])[CH2:11]3)[CH:5]=[CH:6][C:7]=2[O:8][CH3:9])[CH:21]=[CH:20][CH:19]=[CH:18][CH:17]=1. The catalyst is CN(C)C=O. The reactants are [OH:1][C:2]1[CH:3]=[C:4]([CH:10]2[CH2:14][NH:13][C:12](=[O:15])[CH2:11]2)[CH:5]=[CH:6][C:7]=1[O:8][CH3:9].[C:16]1([CH2:22][CH2:23][CH2:24]Br)[CH:21]=[CH:20][CH:19]=[CH:18][CH:17]=1.C(=O)([O-])[O-].[K+].[K+].